Dataset: Reaction yield outcomes from USPTO patents with 853,638 reactions. Task: Predict the reaction yield, written as a fraction of the theoretical maximum amount of product (1.0 means a 100% yield; for example, 0.34 means a 34% yield). (1) The reactants are [CH3:1][C:2]1[C:6]2[C:7](=[O:19])[N:8]([CH2:12][CH2:13][N:14]3[CH2:18][CH2:17][CH2:16][CH2:15]3)[CH2:9][CH2:10][CH2:11][C:5]=2[NH:4][C:3]=1[CH:20]=O.[Cl:22][C:23]1[CH:24]=[C:25]2[C:29](=[CH:30][CH:31]=1)[NH:28][C:27](=[O:32])[CH2:26]2. No catalyst specified. The product is [Cl:22][C:23]1[CH:24]=[C:25]2[C:29](=[CH:30][CH:31]=1)[NH:28][C:27](=[O:32])[C:26]2=[CH:20][C:3]1[NH:4][C:5]2[CH2:11][CH2:10][CH2:9][N:8]([CH2:12][CH2:13][N:14]3[CH2:15][CH2:16][CH2:17][CH2:18]3)[C:7](=[O:19])[C:6]=2[C:2]=1[CH3:1]. The yield is 0.777. (2) The reactants are [CH3:1][C:2]([C:4]1[CH:5]=[CH:6][C:7]([OH:10])=[CH:8][CH:9]=1)=[O:3].Cl[C:12]1[CH:20]=[CH:19][C:15]([C:16]([NH2:18])=[O:17])=[CH:14][N:13]=1.C([O-])([O-])=O.[K+].[K+].C1(C)C=CC=CC=1. The catalyst is CN(C=O)C. The product is [C:2]([C:4]1[CH:9]=[CH:8][C:7]([O:10][C:14]2[N:13]=[CH:12][CH:20]=[CH:19][C:15]=2[C:16]([NH2:18])=[O:17])=[CH:6][CH:5]=1)(=[O:3])[CH3:1]. The yield is 0.200. (3) The reactants are [F:1][C:2]1[CH:7]=[CH:6][CH:5]=[C:4]([F:8])[C:3]=1[N:9]1[C:14]2[N:15]=[C:16](S(C)(=O)=O)[N:17]=[C:18]([C:19]3[CH:24]=[CH:23][C:22]([F:25])=[CH:21][C:20]=3[CH3:26])[C:13]=2[CH:12]=[CH:11][C:10]1=[O:31].[NH2:32][CH:33]([CH2:36][OH:37])[CH2:34][OH:35].O.CCOCC. The product is [F:1][C:2]1[CH:7]=[CH:6][CH:5]=[C:4]([F:8])[C:3]=1[N:9]1[C:14]2[N:15]=[C:16]([NH:32][CH:33]([CH2:36][OH:37])[CH2:34][OH:35])[N:17]=[C:18]([C:19]3[CH:24]=[CH:23][C:22]([F:25])=[CH:21][C:20]=3[CH3:26])[C:13]=2[CH:12]=[CH:11][C:10]1=[O:31]. The catalyst is CN1CCCC1=O.CCOC(C)=O. The yield is 0.920. (4) The reactants are O=[C:2](CCC)C(OCC)=O.CN(C)[CH:13]=[C:14]([CH2:22]CC)[C:15](=O)[C:16](OCC)=O.[N+]([O-])(O)=O.[N+]([O-])(O)=O.[CH3:34][O:35][C:36]1[CH:37]=[C:38]([NH:48][C:49]([NH2:51])=[NH:50])[CH:39]=[CH:40][C:41]=1[N:42]1[CH:46]=[C:45]([CH3:47])[N:44]=[CH:43]1.C(C1C(C(OCC)=O)=NC(NC2C=CC(N3C=C(C)N=C3)=C(OC)C=2)=NC=1)C.C(OC([O:87][CH2:88][CH3:89])N(C)C)C. No catalyst specified. The product is [CH2:15]([C:14]1[C:13]([C:88]([OH:87])([CH3:89])[CH3:2])=[N:50][C:49]([NH:48][C:38]2[CH:39]=[CH:40][C:41]([N:42]3[CH:46]=[C:45]([CH3:47])[N:44]=[CH:43]3)=[C:36]([O:35][CH3:34])[CH:37]=2)=[N:51][CH:22]=1)[CH3:16]. The yield is 0.0300.